From a dataset of Reaction yield outcomes from USPTO patents with 853,638 reactions. Predict the reaction yield, written as a fraction of the theoretical maximum amount of product (1.0 means a 100% yield; for example, 0.34 means a 34% yield). (1) The reactants are [CH3:1][O:2][C:3]1[CH:4]=[CH:5][C:6]2[S:12][CH2:11][CH2:10][N:9]([C:13](=[O:18])[C:14]([O:16]C)=[O:15])[CH2:8][C:7]=2[CH:19]=1.Cl. The catalyst is C1COCC1.CO.[OH-].[Na+]. The product is [CH3:1][O:2][C:3]1[CH:4]=[CH:5][C:6]2[S:12][CH2:11][CH2:10][N:9]([C:13](=[O:18])[C:14]([OH:16])=[O:15])[CH2:8][C:7]=2[CH:19]=1. The yield is 0.850. (2) The reactants are Cl.[Cl:2][C:3]1[CH:8]=[C:7]([Cl:9])[CH:6]=[CH:5][C:4]=1[C:10]1([OH:37])[C:18]2[C:13](=[CH:14][C:15]([C:23](N)=[O:24])=[CH:16][C:17]=2[C:19]([F:22])([F:21])[F:20])[N:12]([CH2:26][C@H:27]2[CH2:30][C@H:29]([N:31]([CH2:34][CH3:35])[CH2:32][CH3:33])[CH2:28]2)[C:11]1=[O:36].[BrH:38].C(O)(=[O:41])C. No catalyst specified. The product is [BrH:38].[Cl:2][C:3]1[CH:8]=[C:7]([Cl:9])[CH:6]=[CH:5][C:4]=1[C:10]1([OH:37])[C:18]2[C:13](=[CH:14][C:15]([C:23]([OH:24])=[O:41])=[CH:16][C:17]=2[C:19]([F:22])([F:21])[F:20])[N:12]([CH2:26][C@H:27]2[CH2:28][C@H:29]([N:31]([CH2:32][CH3:33])[CH2:34][CH3:35])[CH2:30]2)[C:11]1=[O:36]. The yield is 0.980. (3) The reactants are [NH2:1][C:2]1[CH:10]=[CH:9][C:5]([C:6]([OH:8])=[O:7])=[CH:4][N:3]=1.[C:11](OC(=O)C)(=[O:13])[CH3:12].C(OCC)(=O)C.Cl. The yield is 0.260. The product is [C:11]([NH:1][C:2]1[CH:10]=[CH:9][C:5]([C:6]([OH:8])=[O:7])=[CH:4][N:3]=1)(=[O:13])[CH3:12]. The catalyst is N1C=CC=CC=1. (4) The yield is 0.480. The reactants are [CH3:1][CH:2]1[CH2:6][C:5]2[C:7]([CH3:27])=[C:8]([N:13]3[CH2:18][CH2:17][N:16]([C:19]4[CH:26]=[CH:25][C:22]([C:23]#[N:24])=[CH:21][CH:20]=4)[CH2:15][CH2:14]3)[C:9]([CH3:12])=[C:10]([CH3:11])[C:4]=2[O:3]1.[OH-:28].[K+].O. The catalyst is C(O)(C)(C)C. The product is [CH3:1][CH:2]1[CH2:6][C:5]2[C:7]([CH3:27])=[C:8]([N:13]3[CH2:18][CH2:17][N:16]([C:19]4[CH:20]=[CH:21][C:22]([C:23]([NH2:24])=[O:28])=[CH:25][CH:26]=4)[CH2:15][CH2:14]3)[C:9]([CH3:12])=[C:10]([CH3:11])[C:4]=2[O:3]1. (5) The reactants are [Cl-].[NH4+].[C-]#N.[K+].[CH3:6][C:7]1[CH:12]=[C:11]([CH3:13])[CH:10]=[CH:9][C:8]=1/[CH:14]=[CH:15]/[C:16](=[O:18])[CH3:17].[CH3:19][N:20](C)C=O. The catalyst is O. The product is [CH3:6][C:7]1[CH:12]=[C:11]([CH3:13])[CH:10]=[CH:9][C:8]=1[CH:14]([C:19]#[N:20])[CH2:15][C:16](=[O:18])[CH3:17]. The yield is 0.480. (6) The reactants are [N:1]1([C:7]2[N:12]=[C:11]([N:13]3[CH2:18][CH2:17][O:16][CH2:15][CH2:14]3)[N:10]=[C:9]([C:19]3[CH:25]=[CH:24][C:22]([NH2:23])=[CH:21][CH:20]=3)[N:8]=2)[CH2:6][CH2:5][O:4][CH2:3][CH2:2]1.[F:26][C:27]1[CH:32]=[CH:31][C:30]([N:33]=[C:34]=[O:35])=[CH:29][CH:28]=1. No catalyst specified. The product is [N:1]1([C:7]2[N:12]=[C:11]([N:13]3[CH2:18][CH2:17][O:16][CH2:15][CH2:14]3)[N:10]=[C:9]([C:19]3[CH:25]=[CH:24][C:22]([NH:23][C:34]([NH:33][C:30]4[CH:31]=[CH:32][C:27]([F:26])=[CH:28][CH:29]=4)=[O:35])=[CH:21][CH:20]=3)[N:8]=2)[CH2:2][CH2:3][O:4][CH2:5][CH2:6]1. The yield is 0.330.